From a dataset of Forward reaction prediction with 1.9M reactions from USPTO patents (1976-2016). Predict the product of the given reaction. (1) Given the reactants [Cl:1][C:2]1[CH:3]=[CH:4][C:5]([NH:8][C:9](=[O:27])[C:10]2[CH:15]=[CH:14][CH:13]=[CH:12][C:11]=2[NH:16][C:17]([O:19][CH2:20][CH:21]2[CH2:26][CH2:25][NH:24][CH2:23][CH2:22]2)=[O:18])=[N:6][CH:7]=1.C([BH3-])#N.[Na+].Cl.[CH3:33][C:34]([CH3:36])=O, predict the reaction product. The product is: [ClH:1].[Cl:1][C:2]1[CH:3]=[CH:4][C:5]([NH:8][C:9](=[O:27])[C:10]2[CH:15]=[CH:14][CH:13]=[CH:12][C:11]=2[NH:16][C:17]([O:19][CH:20]([CH:21]2[CH2:26][CH2:25][NH:24][CH2:23][CH2:22]2)[CH:34]([CH3:36])[CH3:33])=[O:18])=[N:6][CH:7]=1. (2) Given the reactants [Br:1][C:2]1[CH:7]=[CH:6][C:5]([CH:8]([C:10]2[CH:15]=[CH:14][CH:13]=[CH:12][CH:11]=2)[OH:9])=[CH:4][CH:3]=1.[H-].[Na+].[Cl:18][C:19]([Cl:23])([Cl:22])[C:20]#[N:21], predict the reaction product. The product is: [Cl:18][C:19]([Cl:23])([Cl:22])[C:20](=[NH:21])[O:9][CH:8]([C:5]1[CH:4]=[CH:3][C:2]([Br:1])=[CH:7][CH:6]=1)[C:10]1[CH:11]=[CH:12][CH:13]=[CH:14][CH:15]=1. (3) Given the reactants [F:1][C:2]1[C:3]([C@@H:8]([S:10][C:11]2[N:12]=[C:13]([NH:22][C@H:23]([CH2:26][CH:27]([CH3:29])[CH3:28])[CH2:24][OH:25])[C:14]3[S:19][C:18]([O:20]C)=[N:17][C:15]=3[N:16]=2)[CH3:9])=[N:4][CH:5]=[CH:6][CH:7]=1, predict the reaction product. The product is: [F:1][C:2]1[C:3]([C@@H:8]([S:10][C:11]2[N:12]=[C:13]([NH:22][C@@H:23]([CH2:24][OH:25])[CH2:26][CH:27]([CH3:28])[CH3:29])[C:14]3[S:19][C:18](=[O:20])[NH:17][C:15]=3[N:16]=2)[CH3:9])=[N:4][CH:5]=[CH:6][CH:7]=1. (4) Given the reactants CC(OI1(OC(C)=O)(OC(C)=O)OC(=O)C2C=CC=CC1=2)=O.[S:23]1[CH:27]=[C:26]([C:28]2[CH:33]=[CH:32][C:31]([CH:34]([OH:36])[CH3:35])=[CH:30][CH:29]=2)[N:25]=[N:24]1.C(=O)(O)[O-].[Na+], predict the reaction product. The product is: [S:23]1[CH:27]=[C:26]([C:28]2[CH:29]=[CH:30][C:31]([C:34](=[O:36])[CH3:35])=[CH:32][CH:33]=2)[N:25]=[N:24]1. (5) Given the reactants [N:1]([CH2:4][C:5]1([OH:22])[CH2:10][CH2:9][N:8]([CH2:11][CH2:12][O:13][CH2:14][CH2:15][C:16]2[CH:21]=[CH:20][CH:19]=[CH:18][CH:17]=2)[CH2:7][CH2:6]1)=[N+:2]=[N-:3].[H-].[Na+].I[CH3:26], predict the reaction product. The product is: [N:1]([CH2:4][C:5]1([O:22][CH3:26])[CH2:10][CH2:9][N:8]([CH2:11][CH2:12][O:13][CH2:14][CH2:15][C:16]2[CH:17]=[CH:18][CH:19]=[CH:20][CH:21]=2)[CH2:7][CH2:6]1)=[N+:2]=[N-:3]. (6) Given the reactants [CH3:1][C:2]1[O:6][C:5]([C:7]2[CH:12]=[CH:11][CH:10]=[CH:9][CH:8]=2)=[N:4][C:3]=1[CH2:13][C:14]([OH:16])=O.C(Cl)(=O)C(Cl)=O.[NH2:23][C:24](=[N:30]O)[C:25]([O:27][CH2:28][CH3:29])=[O:26].C(N(CC)C(C)C)(C)C, predict the reaction product. The product is: [CH3:1][C:2]1[O:6][C:5]([C:7]2[CH:8]=[CH:9][CH:10]=[CH:11][CH:12]=2)=[N:4][C:3]=1[CH2:13][C:14]1[O:16][N:30]=[C:24]([C:25]([O:27][CH2:28][CH3:29])=[O:26])[N:23]=1.